From a dataset of Forward reaction prediction with 1.9M reactions from USPTO patents (1976-2016). Predict the product of the given reaction. (1) Given the reactants [C:1]1([S:7]([C:10]2[CH:17]=[CH:16][C:13]([CH:14]=O)=[CH:12][CH:11]=2)(=[O:9])=[O:8])[CH:6]=[CH:5][CH:4]=[CH:3][CH:2]=1.[C:18](=O)([O-])[O-].[K+].[K+].[N+](=C(P(=O)(OCC)OCC)C(=O)C)=[N-].O, predict the reaction product. The product is: [C:14]([C:13]1[CH:16]=[CH:17][C:10]([S:7]([C:1]2[CH:6]=[CH:5][CH:4]=[CH:3][CH:2]=2)(=[O:9])=[O:8])=[CH:11][CH:12]=1)#[CH:18]. (2) The product is: [F:21][C:2]([F:1])([F:20])[C:3]1[CH:4]=[CH:5][C:6]([CH2:7][CH:8]2[CH2:13][CH:12]([C:14]([O:16][CH3:17])=[O:15])[CH2:11][CH2:10][N:9]2[C:31]([O:32][CH3:33])=[O:34])=[CH:18][CH:19]=1. Given the reactants [F:1][C:2]([F:21])([F:20])[C:3]1[CH:19]=[CH:18][C:6]([CH2:7][CH:8]2[CH2:13][CH:12]([C:14]([O:16][CH3:17])=[O:15])[CH2:11][CH2:10][NH:9]2)=[CH:5][CH:4]=1.CCN(C(C)C)C(C)C.[C:31](Cl)(=[O:34])[O:32][CH3:33], predict the reaction product. (3) Given the reactants C([Li])(C)(C)C.[CH:6]([O:9][C:10](=[S:24])[NH:11][C:12]1[CH:17]=[C:16](F)[CH:15]=[C:14]([O:19][C:20]([CH3:23])([CH3:22])[CH3:21])[CH:13]=1)([CH3:8])[CH3:7].CN(OC)[C:27](=[O:30])[CH2:28][Cl:29], predict the reaction product. The product is: [C:20]([O:19][C:14]1[CH:15]=[C:16]([C:27](=[O:30])[CH2:28][Cl:29])[C:17]2[S:24][C:10]([O:9][CH:6]([CH3:8])[CH3:7])=[N:11][C:12]=2[CH:13]=1)([CH3:23])([CH3:22])[CH3:21]. (4) Given the reactants [NH2:1][C:2]1[NH:3][C:4](=[S:19])[C:5]2[N:11]=[C:10]([C:12]3[CH:17]=[CH:16][C:15]([F:18])=[CH:14][CH:13]=3)[CH:9]=[CH:8][C:6]=2[N:7]=1.[OH-].[Na+].[CH3:22]I, predict the reaction product. The product is: [NH2:1][C:2]1[N:3]=[C:4]([S:19][CH3:22])[C:5]2[N:11]=[C:10]([C:12]3[CH:17]=[CH:16][C:15]([F:18])=[CH:14][CH:13]=3)[CH:9]=[CH:8][C:6]=2[N:7]=1. (5) Given the reactants [F:1][C:2]1[CH:7]=[C:6]([S:8]([CH3:11])(=[O:10])=[O:9])[CH:5]=[CH:4][C:3]=1[NH:12][C@H:13]1[CH2:19][CH2:18][CH2:17][CH2:16][N:15]([CH:20]2[CH2:25][CH2:24][N:23](C(OC(C)(C)C)=O)[CH2:22][CH2:21]2)[C:14]1=[O:33], predict the reaction product. The product is: [F:1][C:2]1[CH:7]=[C:6]([S:8]([CH3:11])(=[O:10])=[O:9])[CH:5]=[CH:4][C:3]=1[NH:12][C@H:13]1[CH2:19][CH2:18][CH2:17][CH2:16][N:15]([CH:20]2[CH2:25][CH2:24][NH:23][CH2:22][CH2:21]2)[C:14]1=[O:33]. (6) Given the reactants Br[C:2]1[CH:7]=[CH:6][C:5]([C:8]2[N:9]=[C:10]([C:23]3[CH:28]=[CH:27][CH:26]=[C:25]([Cl:29])[C:24]=3[F:30])[O:11][C:12]=2[C@@H:13]2[CH2:18][CH2:17][CH2:16][CH2:15][C@H:14]2[C:19]([O:21][CH3:22])=[O:20])=[CH:4][CH:3]=1.Cl.[NH:32]1[CH2:37][CH2:36][S:35](=[O:39])(=[O:38])[CH2:34][CH2:33]1.P([O-])([O-])([O-])=O.[K+].[K+].[K+], predict the reaction product. The product is: [Cl:29][C:25]1[C:24]([F:30])=[C:23]([C:10]2[O:11][C:12]([C@@H:13]3[CH2:18][CH2:17][CH2:16][CH2:15][C@H:14]3[C:19]([O:21][CH3:22])=[O:20])=[C:8]([C:5]3[CH:6]=[CH:7][C:2]([N:32]4[CH2:37][CH2:36][S:35](=[O:39])(=[O:38])[CH2:34][CH2:33]4)=[CH:3][CH:4]=3)[N:9]=2)[CH:28]=[CH:27][CH:26]=1. (7) Given the reactants Br[CH2:2][C:3]1[N:4]=[C:5]([N:13]2[CH2:18][CH2:17][O:16][CH2:15][CH2:14]2)[S:6][C:7]=1[C:8]([O:10][CH2:11][CH3:12])=[O:9].[O:19]1[C:24]2[CH:25]=[CH:26][C:27](B(O)O)=[CH:28][C:23]=2[O:22][CH2:21][CH2:20]1.C(=O)([O-])[O-].[Cs+].[Cs+].O1CCOCC1.O, predict the reaction product. The product is: [O:19]1[C:24]2[CH:25]=[CH:26][C:27]([CH2:2][C:3]3[N:4]=[C:5]([N:13]4[CH2:18][CH2:17][O:16][CH2:15][CH2:14]4)[S:6][C:7]=3[C:8]([O:10][CH2:11][CH3:12])=[O:9])=[CH:28][C:23]=2[O:22][CH2:21][CH2:20]1. (8) The product is: [Br:14][C:6]1[C:7]2=[N:8][CH:9]=[CH:10][CH:11]=[C:12]2[S:13][C:5]=1[C:3]([OH:4])=[O:2]. Given the reactants C[O:2][C:3]([C:5]1[S:13][C:12]2[C:7](=[N:8][CH:9]=[CH:10][CH:11]=2)[C:6]=1[Br:14])=[O:4].O[Li].O, predict the reaction product.